Dataset: Forward reaction prediction with 1.9M reactions from USPTO patents (1976-2016). Task: Predict the product of the given reaction. (1) Given the reactants Br[C:2]1[CH:7]=[CH:6][CH:5]=[C:4]([O:8][CH2:9][CH2:10][CH2:11][Cl:12])[CH:3]=1.[B:13]1([B:13]2[O:17][C:16]([CH3:19])([CH3:18])[C:15]([CH3:21])([CH3:20])[O:14]2)[O:17][C:16]([CH3:19])([CH3:18])[C:15]([CH3:21])([CH3:20])[O:14]1.C([O-])(=O)C.[K+], predict the reaction product. The product is: [Cl:12][CH2:11][CH2:10][CH2:9][O:8][C:4]1[CH:3]=[C:2]([B:13]2[O:17][C:16]([CH3:19])([CH3:18])[C:15]([CH3:21])([CH3:20])[O:14]2)[CH:7]=[CH:6][CH:5]=1. (2) Given the reactants [CH3:1][O:2][C:3]1[CH:40]=[CH:39][C:6]([CH2:7][N:8]([CH2:30][C:31]2[CH:36]=[CH:35][C:34]([O:37][CH3:38])=[CH:33][CH:32]=2)[C:9]2[N:14]=[CH:13][C:12]([C:15]3[C:16]4[CH2:29][CH2:28][NH:27][C:17]=4[N:18]=[C:19]([N:21]4[CH2:26][CH2:25][O:24][CH2:23][CH2:22]4)[N:20]=3)=[CH:11][N:10]=2)=[CH:5][CH:4]=1.[C:41]([O:45][C:46](=[O:59])[N:47]([S:55]([CH3:58])(=[O:57])=[O:56])[C:48]1[CH:53]=[CH:52][C:51](Br)=[CH:50][CH:49]=1)([CH3:44])([CH3:43])[CH3:42].BrC1C=CC(NS(C)(=O)=O)=CC=1.C(=O)(OC(C)(C)C)OC(C)(C)C.COC(=O)C1C=CC(Br)=CC=1, predict the reaction product. The product is: [C:41]([O:45][C:46](=[O:59])[N:47]([S:55]([CH3:58])(=[O:57])=[O:56])[C:48]1[CH:49]=[CH:50][C:51]([N:27]2[C:17]3[N:18]=[C:19]([N:21]4[CH2:26][CH2:25][O:24][CH2:23][CH2:22]4)[N:20]=[C:15]([C:12]4[CH:11]=[N:10][C:9]([N:8]([CH2:7][C:6]5[CH:5]=[CH:4][C:3]([O:2][CH3:1])=[CH:40][CH:39]=5)[CH2:30][C:31]5[CH:32]=[CH:33][C:34]([O:37][CH3:38])=[CH:35][CH:36]=5)=[N:14][CH:13]=4)[C:16]=3[CH2:29][CH2:28]2)=[CH:52][CH:53]=1)([CH3:44])([CH3:43])[CH3:42].